This data is from Full USPTO retrosynthesis dataset with 1.9M reactions from patents (1976-2016). The task is: Predict the reactants needed to synthesize the given product. (1) Given the product [F:1][C:2]1[CH:7]=[CH:6][C:5]([N:8]2[C:16]3[C:11](=[CH:12][C:13]([O:18][C@H:19]([C:23]4[CH:28]=[CH:27][CH:26]=[C:25]([O:29][CH3:30])[CH:24]=4)[C@@H:20]([NH:22][C:31](=[O:36])[C:32]([CH3:35])([CH3:34])[CH3:33])[CH3:21])=[C:14]([CH3:17])[CH:15]=3)[CH:10]=[N:9]2)=[CH:4][CH:3]=1, predict the reactants needed to synthesize it. The reactants are: [F:1][C:2]1[CH:7]=[CH:6][C:5]([N:8]2[C:16]3[C:11](=[CH:12][C:13]([O:18][C@H:19]([C:23]4[CH:28]=[CH:27][CH:26]=[C:25]([O:29][CH3:30])[CH:24]=4)[C@@H:20]([NH2:22])[CH3:21])=[C:14]([CH3:17])[CH:15]=3)[CH:10]=[N:9]2)=[CH:4][CH:3]=1.[C:31](Cl)(=[O:36])[C:32]([CH3:35])([CH3:34])[CH3:33]. (2) Given the product [OH:8][C:9]1[CH:14]=[CH:13][C:12]([C:15]2[C:16](=[O:22])[N:17]([CH3:21])[CH:18]=[CH:19][CH:20]=2)=[CH:11][CH:10]=1, predict the reactants needed to synthesize it. The reactants are: C([O:8][C:9]1[CH:14]=[CH:13][C:12]([C:15]2[C:16](=[O:22])[N:17]([CH3:21])[CH:18]=[CH:19][CH:20]=2)=[CH:11][CH:10]=1)C1C=CC=CC=1. (3) Given the product [F:1][C:2]1[C:3]([NH:21][C:22]2[CH:23]=[C:24]([NH:28][C:29](=[O:32])[CH:30]=[CH2:31])[CH:25]=[CH:26][CH:27]=2)=[N:4][C:5]([NH:8][C:9]2[CH:10]=[CH:11][C:12]([O:15][CH2:16][CH2:17][O:18][CH3:19])=[CH:13][C:14]=2[OH:40])=[N:6][CH:7]=1, predict the reactants needed to synthesize it. The reactants are: [F:1][C:2]1[C:3]([NH:21][C:22]2[CH:23]=[C:24]([NH:28][C:29](=[O:32])[CH:30]=[CH2:31])[CH:25]=[CH:26][CH:27]=2)=[N:4][C:5]([NH:8][C:9]2[CH:14]=[CH:13][C:12]([O:15][CH2:16][CH2:17][O:18][CH3:19])=[C:11](O)[CH:10]=2)=[N:6][CH:7]=1.FC1C=CC([N+]([O-])=O)=C([OH:40])C=1. (4) Given the product [F:15][C:16]1[CH:21]=[CH:20][C:19]([C:2]2[N:6]3[CH:7]=[CH:8][C:9]([C:11]([F:14])([F:13])[F:12])=[N:10][C:5]3=[N:4][CH:3]=2)=[CH:18][C:17]=1[C:31]1[CH:36]=[CH:35][N:34]=[CH:33][C:32]=1[F:37], predict the reactants needed to synthesize it. The reactants are: Br[C:2]1[N:6]2[CH:7]=[CH:8][C:9]([C:11]([F:14])([F:13])[F:12])=[N:10][C:5]2=[N:4][CH:3]=1.[F:15][C:16]1[CH:21]=[CH:20][C:19](B2OC(C)(C)C(C)(C)O2)=[CH:18][C:17]=1[C:31]1[CH:36]=[CH:35][N:34]=[CH:33][C:32]=1[F:37].